This data is from Full USPTO retrosynthesis dataset with 1.9M reactions from patents (1976-2016). The task is: Predict the reactants needed to synthesize the given product. (1) Given the product [Cl:11][C:12]1[CH:17]=[C:16]([CH2:18][C:23]([C:25]2[C:29]([CH3:30])=[C:28]([C:31]3[CH:36]=[CH:35][C:34]([F:37])=[CH:33][CH:32]=3)[N:27]([CH3:38])[N:26]=2)=[O:24])[CH:15]=[CH:14][N:13]=1, predict the reactants needed to synthesize it. The reactants are: C[Si]([N-][Si](C)(C)C)(C)C.[Na+].[Cl:11][C:12]1[CH:17]=[C:16]([CH3:18])[CH:15]=[CH:14][N:13]=1.COCN[C:23]([C:25]1[C:29]([CH3:30])=[C:28]([C:31]2[CH:36]=[CH:35][C:34]([F:37])=[CH:33][CH:32]=2)[N:27]([CH3:38])[N:26]=1)=[O:24].C(O)(=O)C. (2) The reactants are: [CH3:1][N:2]([C:30]1[CH:35]=[CH:34][CH:33]=[CH:32][CH:31]=1)[C:3]([C:5]1[C:10]([N:11]([S:15]([C:18]2[CH:23]=[CH:22][C:21]([Cl:24])=[C:20]([C:25]([F:28])([F:27])[F:26])[CH:19]=2)(=[O:17])=[O:16])COC)=[CH:9][C:8]([Cl:29])=[CH:7][N:6]=1)=[O:4].Cl. Given the product [CH3:1][N:2]([C:30]1[CH:35]=[CH:34][CH:33]=[CH:32][CH:31]=1)[C:3]([C:5]1[C:10]([NH:11][S:15]([C:18]2[CH:23]=[CH:22][C:21]([Cl:24])=[C:20]([C:25]([F:28])([F:27])[F:26])[CH:19]=2)(=[O:17])=[O:16])=[CH:9][C:8]([Cl:29])=[CH:7][N:6]=1)=[O:4], predict the reactants needed to synthesize it.